From a dataset of Full USPTO retrosynthesis dataset with 1.9M reactions from patents (1976-2016). Predict the reactants needed to synthesize the given product. (1) Given the product [C:1]([Si:5]([CH3:33])([CH3:34])[O:6][C@H:7]1[CH2:15][CH2:14][CH2:13][C@@:12]2([CH3:16])[C@H:8]1[CH2:9][CH2:10][C@@H:11]2[C@@:17]([CH3:32])([CH2:18][CH2:19][CH2:20][C:21]([CH3:22])([O:23][Si:24]([CH3:26])([CH3:25])[CH3:27])[CH3:28])[CH2:29][C:30]#[C:31][C:37]([C:39]([F:42])([F:41])[F:40])([OH:38])[C:36]([F:44])([F:43])[F:35])([CH3:4])([CH3:3])[CH3:2], predict the reactants needed to synthesize it. The reactants are: [C:1]([Si:5]([CH3:34])([CH3:33])[O:6][C@H:7]1[CH2:15][CH2:14][CH2:13][C@@:12]2([CH3:16])[C@H:8]1[CH2:9][CH2:10][C@@H:11]2[C@:17]([CH3:32])([CH2:29][C:30]#[CH:31])[CH2:18][CH2:19][CH2:20][C:21]([CH3:28])([O:23][Si:24]([CH3:27])([CH3:26])[CH3:25])[CH3:22])([CH3:4])([CH3:3])[CH3:2].[F:35][C:36]([F:44])([F:43])[C:37]([C:39]([F:42])([F:41])[F:40])=[O:38].C(=O)=O.C([Li])CCC.[Cl-].[NH4+]. (2) Given the product [NH2:1][C:2]1[C:7]([C:8](=[O:9])[C:10]2[CH:11]=[CH:12][C:13]([Cl:16])=[CH:14][CH:15]=2)=[CH:6][N:5]=[C:4]([NH:21][CH:22]2[CH2:27][CH2:26][N:25]([C:28](=[O:30])[CH3:29])[CH2:24][CH2:23]2)[N:3]=1, predict the reactants needed to synthesize it. The reactants are: [NH2:1][C:2]1[C:7]([C:8]([C:10]2[CH:15]=[CH:14][C:13]([Cl:16])=[CH:12][CH:11]=2)=[O:9])=[CH:6][N:5]=[C:4](S(CC)=O)[N:3]=1.[NH2:21][CH:22]1[CH2:27][CH2:26][N:25]([C:28](=[O:30])[CH3:29])[CH2:24][CH2:23]1. (3) The reactants are: [C:1]1([CH:7]([CH:15]2[O:20][CH2:19][CH2:18][NH:17][CH2:16]2)[CH2:8][C:9]2[CH:14]=[CH:13][CH:12]=[CH:11][CH:10]=2)[CH:6]=[CH:5][CH:4]=[CH:3][CH:2]=1.C(N(CC)CC)C.Cl[C:29]([O:31][CH2:32][C:33]1[CH:38]=[CH:37][CH:36]=[CH:35][CH:34]=1)=[O:30]. Given the product [CH2:32]([O:31][C:29]([N:17]1[CH2:18][CH2:19][O:20][CH:15]([CH:7]([C:1]2[CH:6]=[CH:5][CH:4]=[CH:3][CH:2]=2)[CH2:8][C:9]2[CH:14]=[CH:13][CH:12]=[CH:11][CH:10]=2)[CH2:16]1)=[O:30])[C:33]1[CH:38]=[CH:37][CH:36]=[CH:35][CH:34]=1, predict the reactants needed to synthesize it. (4) Given the product [NH2:32][C@:16]12[CH2:28][CH2:27][C@@H:26]([C:29]([CH3:31])=[CH2:30])[C@@H:17]1[C@@H:18]1[C@@:13]([CH3:33])([CH2:14][CH2:15]2)[C@@:12]2([CH3:34])[C@@H:21]([C@:22]3([CH3:25])[C@@H:9]([CH2:10][CH2:11]2)[C:8]([CH3:35])([CH3:36])[C:7]([C:44]2[CH2:45][CH2:46][C@:41]([CH2:40][F:39])([C:56]([O:58][CH2:59][C:60]4[CH:61]=[CH:62][CH:63]=[CH:64][CH:65]=4)=[O:57])[CH2:42][CH:43]=2)=[CH:24][CH2:23]3)[CH2:20][CH2:19]1, predict the reactants needed to synthesize it. The reactants are: FC(F)(F)S(O[C:7]1[C:8]([CH3:36])([CH3:35])[C@H:9]2[C@:22]([CH3:25])([CH2:23][CH:24]=1)[C@@H:21]1[C@:12]([CH3:34])([C@@:13]3([CH3:33])[C@H:18]([CH2:19][CH2:20]1)[C@H:17]1[C@H:26]([C:29]([CH3:31])=[CH2:30])[CH2:27][CH2:28][C@:16]1([NH2:32])[CH2:15][CH2:14]3)[CH2:11][CH2:10]2)(=O)=O.[F:39][CH2:40][C@:41]1([C:56]([O:58][CH2:59][C:60]2[CH:65]=[CH:64][CH:63]=[CH:62][CH:61]=2)=[O:57])[CH2:46][CH2:45][C:44](B2OC(C)(C)C(C)(C)O2)=[CH:43][CH2:42]1.[O-]P([O-])([O-])=O.[K+].[K+].[K+].CC(C1C=C(C(C)C)C(C2C=CC=CC=2P(C2CCCCC2)C2CCCCC2)=C(C(C)C)C=1)C. (5) Given the product [CH3:4][C:2]([C:5]1[CH:6]=[CH:7][C:8]([C:11]2[CH:12]=[C:13]3[C:17](=[C:18]([C:20]([NH2:22])=[O:21])[CH:19]=2)[NH:16][CH:15]=[C:14]3[CH:23]2[CH2:24][CH2:25][N:26]([S:31]([CH2:29][CH3:30])(=[O:33])=[O:32])[CH2:27][CH2:28]2)=[CH:9][CH:10]=1)([CH3:1])[CH3:3], predict the reactants needed to synthesize it. The reactants are: [CH3:1][C:2]([C:5]1[CH:10]=[CH:9][C:8]([C:11]2[CH:12]=[C:13]3[C:17](=[C:18]([C:20]([NH2:22])=[O:21])[CH:19]=2)[NH:16][CH:15]=[C:14]3[CH:23]2[CH2:28][CH2:27][NH:26][CH2:25][CH2:24]2)=[CH:7][CH:6]=1)([CH3:4])[CH3:3].[CH2:29]([S:31](Cl)(=[O:33])=[O:32])[CH3:30].C(N(CC)CC)C. (6) Given the product [CH3:1][C@@H:2]1[CH2:10][C:5]2([O:6][CH2:7][CH2:8][O:9]2)[CH2:4][C@@H:3]1[C:11]1[N:16]2[C:17]3[CH:23]=[CH:22][N:21]([S:24]([C:27]4[CH:33]=[CH:32][C:30]([CH3:31])=[CH:29][CH:28]=4)(=[O:26])=[O:25])[C:18]=3[N:19]=[CH:20][C:15]2=[N:14][N:13]=1, predict the reactants needed to synthesize it. The reactants are: [CH3:1][C@@H:2]1[CH2:10][C:5]2([O:9][CH2:8][CH2:7][O:6]2)[CH2:4][C@@H:3]1[C:11]([NH:13][NH:14][C:15]1[N:16]=[C:17]2[CH:23]=[CH:22][N:21]([S:24]([C:27]3[CH:33]=[CH:32][C:30]([CH3:31])=[CH:29][CH:28]=3)(=[O:26])=[O:25])[C:18]2=[N:19][CH:20]=1)=O.S(Cl)(Cl)=O. (7) Given the product [CH2:1]([O:3][C:4]1[C:5](=[O:16])[O:6][C:7]2[CH:14]=[CH:13][C:12]([O:15][CH2:24][CH2:23][CH2:22][CH2:21][O:20][C:17](=[O:19])[CH3:18])=[CH:11][C:8]=2[C:9]=1[OH:10])[CH3:2], predict the reactants needed to synthesize it. The reactants are: [CH2:1]([O:3][C:4]1[C:5](=[O:16])[O:6][C:7]2[CH:14]=[CH:13][C:12]([OH:15])=[CH:11][C:8]=2[C:9]=1[OH:10])[CH3:2].[C:17]([O:20][CH2:21][CH2:22][CH2:23][CH2:24]Br)(=[O:19])[CH3:18]. (8) Given the product [Cl:15][C:16]1[C:21]([N+:22]([O-:24])=[O:23])=[C:20](/[CH:25]=[C:6](\[O-:8])/[C:5]([O:12][CH2:13][CH3:14])=[O:11])[CH:19]=[CH:18][N:17]=1.[K+:4], predict the reactants needed to synthesize it. The reactants are: [O-]CC.[K+:4].[C:5]([O:12][CH2:13][CH3:14])(=[O:11])[C:6]([O:8]CC)=O.[Cl:15][C:16]1[C:21]([N+:22]([O-:24])=[O:23])=[C:20]([CH3:25])[CH:19]=[CH:18][N:17]=1. (9) The reactants are: O1CCCCC1[O:7][CH2:8][CH2:9][O:10][C:11]1[CH:16]=[CH:15][C:14]([N:17]2[C:21]3[CH:22]=[CH:23][C:24](B4OC(C)(C)C(C)(C)O4)=[CH:25][C:20]=3[N:19]=[CH:18]2)=[CH:13][CH:12]=1.C(=O)([O-])[O-].[K+].[K+].Br[C:42]1[CH:43]=[CH:44][C:45]([C:48]([N:50]2[CH2:55][CH2:54][O:53][CH2:52][CH2:51]2)=[O:49])=[N:46][CH:47]=1.C(=O)(O)[O-].[Na+]. Given the product [N:50]1([C:48]([C:45]2[N:46]=[CH:47][C:42]([C:24]3[CH:23]=[CH:22][C:21]4[N:17]([C:14]5[CH:13]=[CH:12][C:11]([O:10][CH2:9][CH2:8][OH:7])=[CH:16][CH:15]=5)[CH:18]=[N:19][C:20]=4[CH:25]=3)=[CH:43][CH:44]=2)=[O:49])[CH2:55][CH2:54][O:53][CH2:52][CH2:51]1, predict the reactants needed to synthesize it.